This data is from NCI-60 drug combinations with 297,098 pairs across 59 cell lines. The task is: Regression. Given two drug SMILES strings and cell line genomic features, predict the synergy score measuring deviation from expected non-interaction effect. (1) Drug 1: CN(C)N=NC1=C(NC=N1)C(=O)N. Drug 2: CCC(=C(C1=CC=CC=C1)C2=CC=C(C=C2)OCCN(C)C)C3=CC=CC=C3.C(C(=O)O)C(CC(=O)O)(C(=O)O)O. Cell line: MDA-MB-435. Synergy scores: CSS=-8.70, Synergy_ZIP=2.84, Synergy_Bliss=-0.518, Synergy_Loewe=-5.92, Synergy_HSA=-5.22. (2) Drug 1: CCCCC(=O)OCC(=O)C1(CC(C2=C(C1)C(=C3C(=C2O)C(=O)C4=C(C3=O)C=CC=C4OC)O)OC5CC(C(C(O5)C)O)NC(=O)C(F)(F)F)O. Drug 2: COC1=C2C(=CC3=C1OC=C3)C=CC(=O)O2. Cell line: ACHN. Synergy scores: CSS=43.0, Synergy_ZIP=2.55, Synergy_Bliss=2.75, Synergy_Loewe=-6.07, Synergy_HSA=2.28. (3) Drug 1: CC1C(C(=O)NC(C(=O)N2CCCC2C(=O)N(CC(=O)N(C(C(=O)O1)C(C)C)C)C)C(C)C)NC(=O)C3=C4C(=C(C=C3)C)OC5=C(C(=O)C(=C(C5=N4)C(=O)NC6C(OC(=O)C(N(C(=O)CN(C(=O)C7CCCN7C(=O)C(NC6=O)C(C)C)C)C)C(C)C)C)N)C. Drug 2: CC1=C(C=C(C=C1)C(=O)NC2=CC(=CC(=C2)C(F)(F)F)N3C=C(N=C3)C)NC4=NC=CC(=N4)C5=CN=CC=C5. Cell line: T-47D. Synergy scores: CSS=20.5, Synergy_ZIP=2.88, Synergy_Bliss=5.20, Synergy_Loewe=1.35, Synergy_HSA=2.38. (4) Cell line: OVCAR3. Drug 1: C1CC(C1)(C(=O)O)C(=O)O.[NH2-].[NH2-].[Pt+2]. Drug 2: CCC1(CC2CC(C3=C(CCN(C2)C1)C4=CC=CC=C4N3)(C5=C(C=C6C(=C5)C78CCN9C7C(C=CC9)(C(C(C8N6C)(C(=O)OC)O)OC(=O)C)CC)OC)C(=O)OC)O.OS(=O)(=O)O. Synergy scores: CSS=6.82, Synergy_ZIP=-1.26, Synergy_Bliss=2.02, Synergy_Loewe=0.417, Synergy_HSA=0.621. (5) Drug 1: C1=CC(=CC=C1CCC2=CNC3=C2C(=O)NC(=N3)N)C(=O)NC(CCC(=O)O)C(=O)O. Drug 2: CS(=O)(=O)CCNCC1=CC=C(O1)C2=CC3=C(C=C2)N=CN=C3NC4=CC(=C(C=C4)OCC5=CC(=CC=C5)F)Cl. Cell line: ACHN. Synergy scores: CSS=24.6, Synergy_ZIP=-3.29, Synergy_Bliss=-0.118, Synergy_Loewe=-0.410, Synergy_HSA=3.44. (6) Drug 1: CCC(=C(C1=CC=CC=C1)C2=CC=C(C=C2)OCCN(C)C)C3=CC=CC=C3.C(C(=O)O)C(CC(=O)O)(C(=O)O)O. Drug 2: C1CN(CCN1C(=O)CCBr)C(=O)CCBr. Cell line: BT-549. Synergy scores: CSS=20.5, Synergy_ZIP=-6.50, Synergy_Bliss=-1.28, Synergy_Loewe=-4.28, Synergy_HSA=-0.912. (7) Drug 1: CCCCC(=O)OCC(=O)C1(CC(C2=C(C1)C(=C3C(=C2O)C(=O)C4=C(C3=O)C=CC=C4OC)O)OC5CC(C(C(O5)C)O)NC(=O)C(F)(F)F)O. Drug 2: C1C(C(OC1N2C=NC3=C2NC=NCC3O)CO)O. Cell line: 786-0. Synergy scores: CSS=35.8, Synergy_ZIP=2.95, Synergy_Bliss=3.92, Synergy_Loewe=-2.17, Synergy_HSA=2.72. (8) Drug 1: C1C(C(OC1N2C=C(C(=O)NC2=O)F)CO)O. Drug 2: CC1CCCC2(C(O2)CC(NC(=O)CC(C(C(=O)C(C1O)C)(C)C)O)C(=CC3=CSC(=N3)C)C)C. Cell line: HCT116. Synergy scores: CSS=62.7, Synergy_ZIP=-4.33, Synergy_Bliss=-6.57, Synergy_Loewe=-2.89, Synergy_HSA=-0.755. (9) Drug 1: C1=CC(=CC=C1C#N)C(C2=CC=C(C=C2)C#N)N3C=NC=N3. Drug 2: COC1=C2C(=CC3=C1OC=C3)C=CC(=O)O2. Cell line: SK-MEL-5. Synergy scores: CSS=3.94, Synergy_ZIP=8.20, Synergy_Bliss=-4.51, Synergy_Loewe=1.27, Synergy_HSA=-3.21. (10) Drug 1: C1CCC(CC1)NC(=O)N(CCCl)N=O. Drug 2: CS(=O)(=O)CCNCC1=CC=C(O1)C2=CC3=C(C=C2)N=CN=C3NC4=CC(=C(C=C4)OCC5=CC(=CC=C5)F)Cl. Cell line: HCT-15. Synergy scores: CSS=25.4, Synergy_ZIP=0.431, Synergy_Bliss=9.30, Synergy_Loewe=5.59, Synergy_HSA=7.01.